From a dataset of Peptide-MHC class II binding affinity with 134,281 pairs from IEDB. Regression. Given a peptide amino acid sequence and an MHC pseudo amino acid sequence, predict their binding affinity value. This is MHC class II binding data. (1) The peptide sequence is ALSRVHSMFLGTGGS. The MHC is DRB1_0101 with pseudo-sequence DRB1_0101. The binding affinity (normalized) is 0.382. (2) The peptide sequence is CVPLNIIPLTTAAKL. The MHC is DRB1_0101 with pseudo-sequence DRB1_0101. The binding affinity (normalized) is 0.834. (3) The peptide sequence is STTENVVNLSNYEDA. The MHC is DRB1_1101 with pseudo-sequence DRB1_1101. The binding affinity (normalized) is 0. (4) The peptide sequence is KGIHTVFGSAFQGLF. The MHC is HLA-DQA10501-DQB10402 with pseudo-sequence HLA-DQA10501-DQB10402. The binding affinity (normalized) is 0.398. (5) The peptide sequence is EKRYFAATQFEPLAA. The MHC is HLA-DPA10301-DPB10402 with pseudo-sequence HLA-DPA10301-DPB10402. The binding affinity (normalized) is 0.748.